Dataset: Peptide-MHC class II binding affinity with 134,281 pairs from IEDB. Task: Regression. Given a peptide amino acid sequence and an MHC pseudo amino acid sequence, predict their binding affinity value. This is MHC class II binding data. (1) The peptide sequence is EKVYFAATQFEPLAA. The MHC is HLA-DQA10101-DQB10501 with pseudo-sequence HLA-DQA10101-DQB10501. The binding affinity (normalized) is 0.425. (2) The peptide sequence is YLPKPPKPVSKLRLATPLLLQALPL. The MHC is DRB1_0701 with pseudo-sequence DRB1_0701. The binding affinity (normalized) is 0.719. (3) The peptide sequence is TAGEIHAVPFGLVSM. The MHC is HLA-DQA10201-DQB10402 with pseudo-sequence HLA-DQA10201-DQB10402. The binding affinity (normalized) is 0.269. (4) The peptide sequence is SNVTFTVNQTSRLLM. The MHC is HLA-DQA10601-DQB10402 with pseudo-sequence HLA-DQA10601-DQB10402. The binding affinity (normalized) is 0.584. (5) The peptide sequence is QCCDLDPQARVAIKSLTERL. The MHC is DRB1_1101 with pseudo-sequence DRB1_1101. The binding affinity (normalized) is 0.766. (6) The MHC is HLA-DQA10101-DQB10501 with pseudo-sequence HLA-DQA10101-DQB10501. The binding affinity (normalized) is 0. The peptide sequence is NVWEVKSSKPLVGPF.